This data is from Full USPTO retrosynthesis dataset with 1.9M reactions from patents (1976-2016). The task is: Predict the reactants needed to synthesize the given product. (1) Given the product [C:41]([O:45][C:46](=[O:52])[CH2:47][S:48]([NH:1][C:2]1[CH:31]=[CH:30][C:5]2[NH:6][C:7]([C:12]3[C:13](=[O:29])[C:14]([CH2:24][CH2:25][CH:26]4[CH2:28][CH2:27]4)([CH3:23])[C:15]4[C:20](=[CH:19][CH:18]=[CH:17][CH:16]=4)[C:21]=3[OH:22])=[N:8][S:9](=[O:11])(=[O:10])[C:4]=2[CH:3]=1)(=[O:49])=[O:50])([CH3:44])([CH3:42])[CH3:43], predict the reactants needed to synthesize it. The reactants are: [NH2:1][C:2]1[CH:31]=[CH:30][C:5]2[NH:6][C:7]([C:12]3[C:13](=[O:29])[C:14]([CH2:24][CH2:25][CH:26]4[CH2:28][CH2:27]4)([CH3:23])[C:15]4[C:20]([C:21]=3[OH:22])=[CH:19][CH:18]=[CH:17][CH:16]=4)=[N:8][S:9](=[O:11])(=[O:10])[C:4]=2[CH:3]=1.C(N(CC)C(C)C)(C)C.[C:41]([O:45][C:46](=[O:52])[CH2:47][S:48](Cl)(=[O:50])=[O:49])([CH3:44])([CH3:43])[CH3:42]. (2) Given the product [Cl:22][C:23]1[N:24]=[CH:25][C:26]([CH2:29][N:8]2[C:9]([CH3:13])=[CH:10][C:11](=[O:12])[N:6]3[N:5]=[C:4]([O:3][CH:2]([F:1])[F:15])[CH:14]=[C:7]23)=[CH:27][CH:28]=1, predict the reactants needed to synthesize it. The reactants are: [F:1][CH:2]([F:15])[O:3][C:4]1[CH:14]=[C:7]2[N:8]=[C:9]([CH3:13])[CH:10]=[C:11]([OH:12])[N:6]2[N:5]=1.C(=O)([O-])[O-].[K+].[K+].[Cl:22][C:23]1[CH:28]=[CH:27][C:26]([CH2:29]Cl)=[CH:25][N:24]=1.O. (3) Given the product [CH:14]([C:12]1[S:13][C:8]2[CH:7]=[C:6]([C:4]([OH:5])=[O:3])[NH:10][C:9]=2[CH:11]=1)=[O:15], predict the reactants needed to synthesize it. The reactants are: C([O:3][C:4]([C:6]1[NH:10][C:9]2[CH:11]=[C:12]([CH:14]=[O:15])[S:13][C:8]=2[CH:7]=1)=[O:5])C.[O-]S([O-])(=O)=O.[Mg+2]. (4) Given the product [NH:8]1[C:16]2[C:11](=[CH:12][C:13]([NH:17][C:18]3[C:19]4[S:26][C:25]([C:27]5[CH:34]=[CH:33][C:30]([CH2:31][NH:1][CH2:2][CH2:3][O:4][CH2:5][CH2:6][OH:7])=[CH:29][CH:28]=5)=[CH:24][C:20]=4[N:21]=[CH:22][N:23]=3)=[CH:14][CH:15]=2)[CH:10]=[CH:9]1, predict the reactants needed to synthesize it. The reactants are: [NH2:1][CH2:2][CH2:3][O:4][CH2:5][CH2:6][OH:7].[NH:8]1[C:16]2[C:11](=[CH:12][C:13]([NH:17][C:18]3[C:19]4[S:26][C:25]([C:27]5[CH:34]=[CH:33][C:30]([CH:31]=O)=[CH:29][CH:28]=5)=[CH:24][C:20]=4[N:21]=[CH:22][N:23]=3)=[CH:14][CH:15]=2)[CH:10]=[CH:9]1.Cl.